Dataset: Retrosynthesis with 50K atom-mapped reactions and 10 reaction types from USPTO. Task: Predict the reactants needed to synthesize the given product. (1) Given the product Cc1ccc(-c2cc(CN(C)C)c(=O)n(CC(C)C)n2)cc1, predict the reactants needed to synthesize it. The reactants are: CNC.Cc1ccc(-c2cc(COS(C)(=O)=O)c(=O)n(CC(C)C)n2)cc1. (2) Given the product C[C@H](O)[C@H]1CCN(Cc2ccccc2)C[C@@H]1c1ccc(F)c(F)c1, predict the reactants needed to synthesize it. The reactants are: CC(=O)[C@H]1CCN(Cc2ccccc2)C[C@@H]1c1ccc(F)c(F)c1.